Dataset: Forward reaction prediction with 1.9M reactions from USPTO patents (1976-2016). Task: Predict the product of the given reaction. (1) The product is: [F:10][C:4]1[CH:3]=[C:2](/[CH:13]=[CH:12]/[C:11]([O:15][CH2:16][CH3:17])=[O:14])[CH:7]=[C:6]([O:8][CH3:9])[CH:5]=1. Given the reactants Br[C:2]1[CH:7]=[C:6]([O:8][CH3:9])[CH:5]=[C:4]([F:10])[CH:3]=1.[C:11]([O:15][CH2:16][CH3:17])(=[O:14])[CH:12]=[CH2:13], predict the reaction product. (2) Given the reactants CC1[N:3]([C:8]2[CH:12]=[CH:11][N:10]([CH2:13][CH2:14][O:15][C:16]3[CH:21]=[CH:20][C:19]([NH:22][C:23](=[O:38])[C:24]4[CH:29]=[CH:28][C:27]([CH3:30])=[N:26][C:25]=4[N:31]4[CH2:36][CH2:35][CH:34]([CH3:37])[CH2:33][CH2:32]4)=[CH:18][CH:17]=3)[N:9]=2)C(C)=CC=1.Cl.NO.C(N(CC)CC)C, predict the reaction product. The product is: [NH2:3][C:8]1[CH:12]=[CH:11][N:10]([CH2:13][CH2:14][O:15][C:16]2[CH:17]=[CH:18][C:19]([NH:22][C:23](=[O:38])[C:24]3[CH:29]=[CH:28][C:27]([CH3:30])=[N:26][C:25]=3[N:31]3[CH2:36][CH2:35][CH:34]([CH3:37])[CH2:33][CH2:32]3)=[CH:20][CH:21]=2)[N:9]=1.